From a dataset of Catalyst prediction with 721,799 reactions and 888 catalyst types from USPTO. Predict which catalyst facilitates the given reaction. (1) Reactant: [CH3:1][O:2][C:3]1[CH:15]=[C:14]([N+:16]([O-])=O)[CH:13]=[CH:12][C:4]=1[O:5][CH2:6][CH2:7][CH2:8][N:9]([CH3:11])[CH3:10].[BH4-].[Na+].Cl. Product: [CH3:11][N:9]([CH3:10])[CH2:8][CH2:7][CH2:6][O:5][C:4]1[CH:12]=[CH:13][C:14]([NH2:16])=[CH:15][C:3]=1[O:2][CH3:1]. The catalyst class is: 43. (2) Reactant: [CH3:1][O:2][C:3]([C:5]1[S:9][C:8]([NH2:10])=[N:7][C:6]=1[CH2:11][O:12]C)=[O:4].B(Br)(Br)Br.[OH-].[Na+]. Product: [CH3:1][O:2][C:3]([C:5]1[S:9][C:8]([NH2:10])=[N:7][C:6]=1[CH2:11][OH:12])=[O:4]. The catalyst class is: 4.